Dataset: Catalyst prediction with 721,799 reactions and 888 catalyst types from USPTO. Task: Predict which catalyst facilitates the given reaction. (1) Reactant: Cl.Cl.[CH3:3][C:4]1[NH:8][N:7]=[CH:6][C:5]=1[C:9]1[S:17][C:16]2[C:15](=[O:18])[NH:14][C:13]([C@@H:19]3[CH2:24][CH2:23][CH2:22][CH2:21][NH:20]3)=[N:12][C:11]=2[CH:10]=1.C(N(CC)CC)C. Product: [CH3:3][C:4]1[NH:8][N:7]=[CH:6][C:5]=1[C:9]1[S:17][C:16]2[C:15](=[O:18])[NH:14][C:13]([C@@H:19]3[CH2:24][CH2:23][CH2:22][CH2:21][NH:20]3)=[N:12][C:11]=2[CH:10]=1. The catalyst class is: 5. (2) Reactant: [CH3:1][N:2]([C:14]1[N:23]=[C:22]([NH2:24])[C:21]2[C:16](=[CH:17][C:18]([O:27][CH3:28])=[C:19]([O:25][CH3:26])[CH:20]=2)[N:15]=1)[CH2:3][CH2:4][CH2:5][NH:6][C:7]([CH:9]1[O:13][CH2:12][CH2:11][CH2:10]1)=[O:8].Cl.C(Cl)Cl.[OH-].[Na+]. Product: [CH3:1][N:2]([C:14]1[N:23]=[C:22]([NH2:24])[C:21]2[C:16](=[CH:17][C:18]([O:27][CH3:28])=[C:19]([O:25][CH3:26])[CH:20]=2)[N:15]=1)[CH2:3][CH2:4][CH2:5][NH:6][C:7]([CH:9]1[O:13][CH2:12][CH2:11][CH2:10]1)=[O:8]. The catalyst class is: 6. (3) Reactant: [C:1]([O:5][C:6]([N:8]([CH3:22])[C@@H:9]([C:13]([CH3:21])([C:15]1[CH:20]=[CH:19][CH:18]=[CH:17][CH:16]=1)[CH3:14])[C:10]([OH:12])=O)=[O:7])([CH3:4])([CH3:3])[CH3:2].F[P-](F)(F)(F)(F)F.N1(O[P+](N2CCCC2)(N2CCCC2)N2CCCC2)C2C=CC=CC=2N=N1.C(N(C(C)C)CC)(C)C.[NH:65]1[CH2:70][CH2:69][O:68][CH2:67][CH2:66]1. Product: [CH3:22][N:8]([C@H:9]([C:10]([N:65]1[CH2:70][CH2:69][O:68][CH2:67][CH2:66]1)=[O:12])[C:13]([CH3:21])([C:15]1[CH:16]=[CH:17][CH:18]=[CH:19][CH:20]=1)[CH3:14])[C:6](=[O:7])[O:5][C:1]([CH3:3])([CH3:4])[CH3:2]. The catalyst class is: 46. (4) Reactant: C[O:2][CH:3](OC)[CH2:4][N:5]([CH3:19])[C:6](=[O:18])[CH2:7][CH2:8][O:9][CH2:10][CH2:11][C:12]1[CH:17]=[CH:16][CH:15]=[CH:14][CH:13]=1.Cl. Product: [CH3:19][N:5]([CH2:4][CH:3]=[O:2])[C:6](=[O:18])[CH2:7][CH2:8][O:9][CH2:10][CH2:11][C:12]1[CH:17]=[CH:16][CH:15]=[CH:14][CH:13]=1. The catalyst class is: 12. (5) Reactant: O[C:2]1([CH3:38])[CH2:6][N:5]([C:7]([O:9][CH2:10][C:11]2[CH:16]=[CH:15][CH:14]=[CH:13][CH:12]=2)=[O:8])[C@H:4]([C:17](=[O:37])[NH:18][CH2:19][C:20]2[CH:25]=[C:24]([C:26]3[CH:31]=[CH:30][C:29]([O:32][C:33]([F:36])([F:35])[F:34])=[CH:28][CH:27]=3)[N:23]=[CH:22][N:21]=2)[CH2:3]1.C(N(S(F)(F)[F:45])CC)C. Product: [F:45][C:2]1([CH3:38])[CH2:6][N:5]([C:7]([O:9][CH2:10][C:11]2[CH:12]=[CH:13][CH:14]=[CH:15][CH:16]=2)=[O:8])[C@H:4]([C:17](=[O:37])[NH:18][CH2:19][C:20]2[CH:25]=[C:24]([C:26]3[CH:31]=[CH:30][C:29]([O:32][C:33]([F:36])([F:35])[F:34])=[CH:28][CH:27]=3)[N:23]=[CH:22][N:21]=2)[CH2:3]1. The catalyst class is: 4.